From a dataset of Full USPTO retrosynthesis dataset with 1.9M reactions from patents (1976-2016). Predict the reactants needed to synthesize the given product. (1) Given the product [Cl-:30].[Cl-:29].[CH3:14][C:6]1[CH:5]=[C:4]([NH2+:15][C:16]2[C:17]([NH2+:22][C:23]3[CH:28]=[CH:27][CH:26]=[CH:25][CH:24]=3)=[N:18][CH:19]=[CH:20][N:21]=2)[CH:3]=[C:2]([CH3:1])[C:7]=1[C:8]1[CH:9]=[CH:10][N:11]=[CH:12][CH:13]=1, predict the reactants needed to synthesize it. The reactants are: [CH3:1][C:2]1[CH:3]=[C:4]([NH:15][C:16]2[C:17]([NH:22][C:23]3[CH:28]=[CH:27][CH:26]=[CH:25][CH:24]=3)=[N:18][CH:19]=[CH:20][N:21]=2)[CH:5]=[C:6]([CH3:14])[C:7]=1[C:8]1[CH:13]=[CH:12][N:11]=[CH:10][CH:9]=1.[ClH:29].[Cl:30]CCl.CO. (2) Given the product [CH:1]1([C:4]2[N:5]([C:14]3[N:22]=[C:21]4[C:17]([N:18]=[C:19]([CH2:24][N:25]5[CH2:26][CH2:27][N:28]([C:31]([CH3:37])([CH3:38])[C:32]([O:34][CH2:35][CH3:36])=[O:33])[CH2:29][CH2:30]5)[N:20]4[CH3:23])=[C:16]([N:39]4[CH2:40][CH2:41][O:42][CH2:43][CH2:44]4)[N:15]=3)[C:6]3[CH:12]=[CH:11][CH:10]=[CH:9][C:7]=3[N:8]=2)[CH2:3][CH2:2]1, predict the reactants needed to synthesize it. The reactants are: [CH:1]1([C:4]2[NH:5][C:6]3[CH:12]=[CH:11][CH:10]=[CH:9][C:7]=3[N:8]=2)[CH2:3][CH2:2]1.Cl[C:14]1[N:22]=[C:21]2[C:17]([N:18]=[C:19]([CH2:24][N:25]3[CH2:30][CH2:29][N:28]([C:31]([CH3:38])([CH3:37])[C:32]([O:34][CH2:35][CH3:36])=[O:33])[CH2:27][CH2:26]3)[N:20]2[CH3:23])=[C:16]([N:39]2[CH2:44][CH2:43][O:42][CH2:41][CH2:40]2)[N:15]=1. (3) Given the product [CH3:1][N:2]1[C:10]2[S:9][CH:8]=[C:7]([CH2:38][C:39]([NH:31][C:28]3[S:29][CH:30]=[C:26]([C:17]4[CH:18]=[CH:19][CH:20]=[C:21]([C:22]([F:23])([F:25])[F:24])[C:16]=4[F:15])[N:27]=3)=[O:53])[C:6]=2[C:5](=[O:12])[N:4]([CH3:13])[C:3]1=[O:14], predict the reactants needed to synthesize it. The reactants are: [CH3:1][N:2]1[C:7]2=[CH:8][S:9][C:10](C)=[C:6]2[C:5](=[O:12])[N:4]([CH3:13])[C:3]1=[O:14].[F:15][C:16]1[C:21]([C:22]([F:25])([F:24])[F:23])=[CH:20][CH:19]=[CH:18][C:17]=1[C:26]1[N:27]=[C:28]([NH2:31])[S:29][CH:30]=1.CCN=C=NC[CH2:38][CH2:39]N(C)C.Cl.C1C=CC2N([OH:53])N=NC=2C=1. (4) Given the product [CH:22]([O-:23])=[O:24].[CH3:1][C:2]1[N:3]=[C:4]([NH3+:9])[NH:5][C:10]=1[C:11]1[CH:12]=[CH:13][C:14]([C:17]([F:20])([F:18])[F:19])=[CH:15][CH:16]=1, predict the reactants needed to synthesize it. The reactants are: [CH3:1][C:2]1[N:3]=[C:4]2[N:9]=CC=C[N:5]2[C:10]=1[C:11]1[CH:16]=[CH:15][C:14]([C:17]([F:20])([F:19])[F:18])=[CH:13][CH:12]=1.C[CH2:22][OH:23].[OH2:24].NN. (5) Given the product [CH3:19][C@H:20]1[NH:21][C@@H:22]([CH3:26])[CH2:23][N:24]([C:2]2[CH:7]=[CH:6][C:5]([O:8][CH2:9][C:10]3[CH:15]=[CH:14][CH:13]=[CH:12][CH:11]=3)=[C:4]([N+:16]([O-:18])=[O:17])[CH:3]=2)[CH2:25]1, predict the reactants needed to synthesize it. The reactants are: Br[C:2]1[CH:7]=[CH:6][C:5]([O:8][CH2:9][C:10]2[CH:15]=[CH:14][CH:13]=[CH:12][CH:11]=2)=[C:4]([N+:16]([O-:18])=[O:17])[CH:3]=1.[CH3:19][C@H:20]1[CH2:25][NH:24][CH2:23][C@@H:22]([CH3:26])[NH:21]1.C(=O)([O-])[O-].[Cs+].[Cs+].C1(P(C2C=CC=CC=2)C2C=CC3C(=CC=CC=3)C=2C2C3C(=CC=CC=3)C=CC=2P(C2C=CC=CC=2)C2C=CC=CC=2)C=CC=CC=1.C. (6) Given the product [NH2:20][S:17]([C:11]1[C:10]([Cl:21])=[CH:9][C:8]([NH:7][CH2:6][C:3]2[O:4][CH:5]=[CH:1][CH:2]=2)=[C:13]([CH:12]=1)[C:14]([O:16][CH2:37][CH:36]=[C:35]([CH3:39])[CH3:34])=[O:15])(=[O:19])=[O:18], predict the reactants needed to synthesize it. The reactants are: [CH:1]1[CH:2]=[C:3]([CH2:6][NH:7][C:8]2[C:13]([C:14]([OH:16])=[O:15])=[CH:12][C:11]([S:17]([NH2:20])(=[O:19])=[O:18])=[C:10]([Cl:21])[CH:9]=2)[O:4][CH:5]=1.C(N1C=CN=C1)(N1C=CN=C1)=O.[CH3:34][C:35]([CH3:39])=[CH:36][CH2:37]O.C(C(CCC)[O-])(C)(C)C.[K+].